Task: Predict the product of the given reaction.. Dataset: Forward reaction prediction with 1.9M reactions from USPTO patents (1976-2016) (1) Given the reactants [F:1][C:2]1[CH:3]=[N:4][N:5]([C:7]2[N:12]=[C:11]([OH:13])[C:10]([C:14]([O:16]CC)=[O:15])=[CH:9][N:8]=2)[CH:6]=1.[OH-].[K+], predict the reaction product. The product is: [F:1][C:2]1[CH:3]=[N:4][N:5]([C:7]2[N:12]=[C:11]([OH:13])[C:10]([C:14]([OH:16])=[O:15])=[CH:9][N:8]=2)[CH:6]=1. (2) Given the reactants [CH2:1]([O:8][C:9](=[O:24])[C@H:10]([CH2:19][CH2:20][C:21](O)=O)[NH:11][C:12]([O:14][C:15]([CH3:18])([CH3:17])[CH3:16])=[O:13])[C:2]1[CH:7]=[CH:6][CH:5]=[CH:4][CH:3]=1.CCN=C=NCCCN(C)C.Cl.[CH:37]1[CH:38]=[CH:39][C:40]2[N:45](O)N=[N:43][C:41]=2[CH:42]=1.C1(N)C=CC=CC=1N, predict the reaction product. The product is: [CH2:1]([O:8][C:9](=[O:24])[C@@H:10]([NH:11][C:12]([O:14][C:15]([CH3:18])([CH3:17])[CH3:16])=[O:13])[CH2:19][CH2:20][C:21]1[NH:45][C:40]2[CH:39]=[CH:38][CH:37]=[CH:42][C:41]=2[N:43]=1)[C:2]1[CH:7]=[CH:6][CH:5]=[CH:4][CH:3]=1. (3) The product is: [C:23]1([CH:22]([C:29]2[CH:30]=[CH:31][CH:32]=[CH:33][CH:34]=2)[N:18]2[CH:19]=[CH:20][CH:21]=[C:16]([C:14]([NH:13][C@@H:7]([CH2:8][CH2:9][CH2:10][OH:11])[C:6]([O:5][C:1]([CH3:2])([CH3:3])[CH3:4])=[O:36])=[O:15])[C:17]2=[O:35])[CH:28]=[CH:27][CH:26]=[CH:25][CH:24]=1. Given the reactants [C:1]([O:5][C:6](=[O:36])[C@@H:7]([NH:13][C:14]([C:16]1[C:17](=[O:35])[N:18]([CH:22]([C:29]2[CH:34]=[CH:33][CH:32]=[CH:31][CH:30]=2)[C:23]2[CH:28]=[CH:27][CH:26]=[CH:25][CH:24]=2)[CH:19]=[CH:20][CH:21]=1)=[O:15])[CH2:8][CH2:9][C:10](O)=[O:11])([CH3:4])([CH3:3])[CH3:2].CN1CCOCC1.ClC(OCC)=O.[BH4-].[Na+].Cl, predict the reaction product. (4) Given the reactants [CH2:1]([C@H:8]([CH2:12][C:13]([O:15]C(C)(C)C)=[O:14])[C:9]([OH:11])=O)[C:2]1[CH:7]=[CH:6][CH:5]=[CH:4][CH:3]=1.[CH3:20][NH:21][C:22]1[S:23][CH:24]=[C:25]([C:27]2[CH:32]=[CH:31][CH:30]=[CH:29][C:28]=2[C:33]2[CH:37]=[CH:36][S:35][CH:34]=2)[N:26]=1.S1C=CC(B(O)O)=C1, predict the reaction product. The product is: [CH2:1]([C@@H:8]([C:9]([N:21]([CH3:20])[C:22]1[S:23][CH:24]=[C:25]([C:27]2[CH:32]=[CH:31][CH:30]=[CH:29][C:28]=2[C:33]2[CH:37]=[CH:36][S:35][CH:34]=2)[N:26]=1)=[O:11])[CH2:12][C:13]([OH:15])=[O:14])[C:2]1[CH:3]=[CH:4][CH:5]=[CH:6][CH:7]=1.[CH3:20][NH:21][C:22]1[S:23][CH:24]=[C:25]([C:27]2[CH:32]=[CH:31][CH:30]=[CH:29][C:28]=2[C:33]2[CH:37]=[CH:36][S:35][CH:34]=2)[N:26]=1. (5) Given the reactants C(OC(=O)[NH:7][CH2:8][CH2:9][N:10]1[C:18]2[C:17]([NH:19][C:20]3[CH:25]=[CH:24][C:23]([O:26][C:27]4[CH:32]=[CH:31][CH:30]=[C:29]([O:33][CH2:34][C:35]([F:38])([F:37])[F:36])[CH:28]=4)=[C:22]([CH3:39])[CH:21]=3)=[N:16][CH:15]=[N:14][C:13]=2[CH:12]=[CH:11]1)(C)(C)C.[ClH:41], predict the reaction product. The product is: [ClH:41].[ClH:41].[NH2:7][CH2:8][CH2:9][N:10]1[C:18]2[C:17]([NH:19][C:20]3[CH:25]=[CH:24][C:23]([O:26][C:27]4[CH:32]=[CH:31][CH:30]=[C:29]([O:33][CH2:34][C:35]([F:37])([F:38])[F:36])[CH:28]=4)=[C:22]([CH3:39])[CH:21]=3)=[N:16][CH:15]=[N:14][C:13]=2[CH:12]=[CH:11]1. (6) Given the reactants [F:1][C:2]1[CH:3]=[C:4]([I:18])[CH:5]=[C:6]2[C:11]=1[NH:10][CH:9]=[C:8]([C:12]([O:14]CC)=[O:13])[C:7]2=[O:17].[OH-].[Na+].Cl, predict the reaction product. The product is: [F:1][C:2]1[CH:3]=[C:4]([I:18])[CH:5]=[C:6]2[C:11]=1[NH:10][CH:9]=[C:8]([C:12]([OH:14])=[O:13])[C:7]2=[O:17]. (7) The product is: [O:16]=[C:10]([NH:8][NH:7][C:1](=[O:6])[CH2:2][CH2:3][C:4]#[CH:5])[C:11]([O:13][CH2:14][CH3:15])=[O:12]. Given the reactants [C:1]([NH:7][NH2:8])(=[O:6])[CH2:2][CH2:3][C:4]#[CH:5].Cl[C:10](=[O:16])[C:11]([O:13][CH2:14][CH3:15])=[O:12], predict the reaction product.